This data is from Catalyst prediction with 721,799 reactions and 888 catalyst types from USPTO. The task is: Predict which catalyst facilitates the given reaction. Reactant: [CH3:1][CH:2]([NH:6][CH:7]1[CH2:12][CH2:11][N:10]([C:13]([O:15][C:16]([CH3:19])([CH3:18])[CH3:17])=[O:14])[CH2:9][CH2:8]1)[CH:3]([CH3:5])[CH3:4].[F:20][C:21]([F:31])([F:30])[C:22]1[CH:29]=[CH:28][CH:27]=[CH:26][C:23]=1[CH2:24]Br.C(=O)([O-])[O-].[K+].[K+]. Product: [F:20][C:21]([F:30])([F:31])[C:22]1[CH:29]=[CH:28][CH:27]=[CH:26][C:23]=1[CH2:24][N:6]([CH:2]([CH3:1])[CH:3]([CH3:4])[CH3:5])[CH:7]1[CH2:8][CH2:9][N:10]([C:13]([O:15][C:16]([CH3:19])([CH3:18])[CH3:17])=[O:14])[CH2:11][CH2:12]1. The catalyst class is: 47.